Dataset: Full USPTO retrosynthesis dataset with 1.9M reactions from patents (1976-2016). Task: Predict the reactants needed to synthesize the given product. (1) Given the product [CH3:1][O:2][CH2:3][CH2:4][NH:5][C:6]([N:8]1[CH2:13][CH:12]([C:14]2[CH:15]=[CH:16][C:17]([C:20]([F:23])([F:21])[F:22])=[CH:18][CH:19]=2)[CH2:11][CH:10]([C:24]2[O:25][N:33]=[C:29]([CH:30]([CH3:32])[CH3:31])[N:28]=2)[CH2:9]1)=[O:7], predict the reactants needed to synthesize it. The reactants are: [CH3:1][O:2][CH2:3][CH2:4][NH:5][C:6]([N:8]1[CH2:13][CH:12]([C:14]2[CH:19]=[CH:18][C:17]([C:20]([F:23])([F:22])[F:21])=[CH:16][CH:15]=2)[CH2:11][CH:10]([C:24](O)=[O:25])[CH2:9]1)=[O:7].O[N:28]=[C:29]([NH2:33])[CH:30]([CH3:32])[CH3:31]. (2) Given the product [C:18]([OH:23])(=[O:22])[CH:19]=[CH2:20].[NH2:10][C:11]([O:34][CH2:33][CH3:28])=[O:12], predict the reactants needed to synthesize it. The reactants are: CC1(C)CC(C[N:10]=[C:11]=[O:12])(C)CC(N=C=O)C1.[P].[C:18]([O-:23])(=[O:22])[C:19](C)=[CH2:20].CC([C:28]1[C:33]([OH:34])=CC(C(C)(C)C)=C(O)C=1)(C)C.CC1C(=O)NC(=O)N(/C=C/C=O)C=1.CCCCCCCCCCCC(O[Sn](OC(CCCCCCCCCCC)=O)(CCCC)CCCC)=O.C=CC(OCCCCCCOC(C=C)=O)=O. (3) Given the product [F:22][C:14]([F:23])([C:15]1[CH:20]=[CH:19][C:18]([F:21])=[CH:17][N:16]=1)[C:4]1[N:3]=[C:2]([NH:24][C:25]2[CH:29]=[C:28]([CH3:30])[N:27]([C:31]([O:33][C:34]([CH3:37])([CH3:36])[CH3:35])=[O:32])[N:26]=2)[C:11]2[C:6](=[CH:7][C:8]([O:12][CH3:13])=[CH:9][CH:10]=2)[N:5]=1, predict the reactants needed to synthesize it. The reactants are: Cl[C:2]1[C:11]2[C:6](=[CH:7][C:8]([O:12][CH3:13])=[CH:9][CH:10]=2)[N:5]=[C:4]([C:14]([F:23])([F:22])[C:15]2[CH:20]=[CH:19][C:18]([F:21])=[CH:17][N:16]=2)[N:3]=1.[NH2:24][C:25]1[CH:29]=[C:28]([CH3:30])[N:27]([C:31]([O:33][C:34]([CH3:37])([CH3:36])[CH3:35])=[O:32])[N:26]=1.CCN(C(C)C)C(C)C. (4) Given the product [O:26]1[CH2:25][C@@H:24]1[CH2:23][N:12]1[C:1](=[O:11])[C:2]2[C:3](=[CH:7][CH:8]=[CH:9][CH:10]=2)[C:4]1=[O:5], predict the reactants needed to synthesize it. The reactants are: [C:1]([NH2:12])(=[O:11])[C:2]1[C:3](=[CH:7][CH:8]=[CH:9][CH:10]=1)[C:4](N)=[O:5].C([O-])([O-])=O.[K+].[K+].S(C1C=CC(C)=CC=1)(O[CH2:23][C@@H:24]1[O:26][CH2:25]1)(=O)=O. (5) Given the product [Br:8][C:9]1[N:13]([CH3:14])[N:12]=[CH:11][C:10]=1[C:15]1[N:16]=[C:17]([CH3:21])[N:18]([NH:20][CH:26]=[NH:27])[CH:19]=1, predict the reactants needed to synthesize it. The reactants are: FC(F)(F)C(O)=O.[Br:8][C:9]1[N:13]([CH3:14])[N:12]=[CH:11][C:10]=1[C:15]1[N:16]=[C:17]([CH3:21])[N:18]([NH2:20])[CH:19]=1.C(O)(=O)C.[CH:26](N)=[NH:27]. (6) Given the product [ClH:32].[CH3:33][O:34][CH2:35][CH2:36][NH:37][C:24](=[O:25])[C:23]1[CH:29]=[CH:30][CH:31]=[C:21]([C:20]2[C:14]3[S:13][C:12]([CH2:11][C:7]4[CH:8]=[N:9][CH:10]=[C:5]([O:4][CH3:3])[CH:6]=4)=[CH:16][C:15]=3[CH:17]=[CH:18][CH:19]=2)[CH:22]=1, predict the reactants needed to synthesize it. The reactants are: [OH-].[Na+].[CH3:3][O:4][C:5]1[CH:6]=[C:7]([CH2:11][C:12]2[S:13][C:14]3[C:20]([C:21]4[CH:22]=[C:23]([CH:29]=[CH:30][CH:31]=4)[C:24](OCC)=[O:25])=[CH:19][CH:18]=[CH:17][C:15]=3[CH:16]=2)[CH:8]=[N:9][CH:10]=1.[ClH:32].[CH3:33][O:34][CH2:35][CH2:36][NH2:37].CCN=C=NCCCN(C)C.C1C=CC2N(O)N=NC=2C=1.C(N(CC)CC)C. (7) Given the product [Cl:19][C:17]1[S:18][C:14]([NH:7][C:8](=[O:13])[CH2:9][CH2:10][S:11][CH3:12])=[C:15]([Cl:20])[N:16]=1, predict the reactants needed to synthesize it. The reactants are: C(OC(=O)[N:7]([C:14]1[S:18][C:17]([Cl:19])=[N:16][C:15]=1[Cl:20])[C:8](=[O:13])[CH2:9][CH2:10][S:11][CH3:12])(C)(C)C.FC(F)(F)C(O)=O.